Dataset: Forward reaction prediction with 1.9M reactions from USPTO patents (1976-2016). Task: Predict the product of the given reaction. Given the reactants C(N1[CH2:13][CH2:12][N:11]([C:14]2[N:19]=[CH:18][C:17]([NH:20][C:21]([C:23]3[O:27][C:26]([C:28]4[CH:33]=[CH:32][CH:31]=[CH:30][CH:29]=4)=[N:25][C:24]=3[C:34]([F:37])([F:36])[F:35])=[O:22])=[CH:16][CH:15]=2)[CH2:10][C:9]1=O)C1C=CC=CC=1.C1(C2OC(C(O)=O)=C(C(F)(F)F)N=2)C=CC=CC=1.[C:57]1([NH:63][S:64]([CH:67]2CCN(C3N=CC(N)=CC=3)CC2)(=[O:66])=[O:65])[CH:62]=[CH:61][CH:60]=[CH:59][CH:58]=1, predict the reaction product. The product is: [C:28]1([C:26]2[O:27][C:23]([C:21]([NH:20][C:17]3[CH:18]=[N:19][C:14]([N:11]4[CH2:12][CH2:13][CH:67]([S:64](=[O:65])(=[O:66])[NH:63][C:57]5[CH:62]=[CH:61][CH:60]=[CH:59][CH:58]=5)[CH2:9][CH2:10]4)=[CH:15][CH:16]=3)=[O:22])=[C:24]([C:34]([F:35])([F:37])[F:36])[N:25]=2)[CH:33]=[CH:32][CH:31]=[CH:30][CH:29]=1.